This data is from Full USPTO retrosynthesis dataset with 1.9M reactions from patents (1976-2016). The task is: Predict the reactants needed to synthesize the given product. (1) Given the product [Cl:11][C:12]1[CH:17]=[CH:16][C:15]([O:18][CH3:19])=[C:14]([CH:13]=1)[CH2:20][S:9][C:7](=[O:10])[CH3:8], predict the reactants needed to synthesize it. The reactants are: C(=O)([O-])[O-].[Cs+].[Cs+].[C:7]([OH:10])(=[S:9])[CH3:8].[Cl:11][C:12]1[CH:17]=[CH:16][C:15]([O:18][CH3:19])=[C:14]([CH2:20]Cl)[CH:13]=1. (2) Given the product [CH3:22][N:23]1[CH:27]=[C:26]([C:28]2[CH:29]=[CH:30][C:31]([C:8]3[C:17]4[C:12](=[CH:13][CH:14]=[C:15]([S:18]([NH2:21])(=[O:20])=[O:19])[CH:16]=4)[CH:11]=[N:10][CH:9]=3)=[CH:32][CH:33]=2)[CH:25]=[N:24]1, predict the reactants needed to synthesize it. The reactants are: O1CCOCC1.Cl[C:8]1[C:17]2[C:12](=[CH:13][CH:14]=[C:15]([S:18]([NH2:21])(=[O:20])=[O:19])[CH:16]=2)[CH:11]=[N:10][CH:9]=1.[CH3:22][N:23]1[CH:27]=[C:26]([C:28]2[CH:33]=[CH:32][C:31](B3OC(C)(C)C(C)(C)O3)=[CH:30][CH:29]=2)[CH:25]=[N:24]1.C(=O)([O-])[O-].[Na+].[Na+]. (3) Given the product [F:1][C:2]1[CH:3]=[CH:4][C:5]([N+:18]([O-:20])=[O:19])=[C:6]([CH:17]=1)[O:7][C@H:8]1[C@H:12]2[O:13][CH2:14][C@@H:15]([O:16][CH3:23])[C@H:11]2[O:10][CH2:9]1, predict the reactants needed to synthesize it. The reactants are: [F:1][C:2]1[CH:3]=[CH:4][C:5]([N+:18]([O-:20])=[O:19])=[C:6]([CH:17]=1)[O:7][C@H:8]1[C@H:12]2[O:13][CH2:14][C@@H:15]([OH:16])[C@H:11]2[O:10][CH2:9]1.[OH-].[Na+].[CH2:23](Cl)Cl.S(OC)(OC)(=O)=O. (4) Given the product [CH3:1][N:2]([CH3:17])[C:3]([C:5]1[C:13]([N+:14]([O-:16])=[O:15])=[CH:12][CH:11]=[CH:10][C:6]=1[C:7]([O:9][CH2:20][CH:19]=[CH2:18])=[O:8])=[O:4], predict the reactants needed to synthesize it. The reactants are: [CH3:1][N:2]([CH3:17])[C:3]([C:5]1[C:13]([N+:14]([O-:16])=[O:15])=[CH:12][CH:11]=[CH:10][C:6]=1[C:7]([OH:9])=[O:8])=[O:4].[CH2:18](OC1C=C(C=C(N)C=1)C(OCC=C)=O)[CH:19]=[CH2:20]. (5) Given the product [C:2]([NH:5][CH2:6][CH2:7][N:8]1[C:25](=[N:26][C:27]2[C:28]([CH:36]([CH3:37])[CH3:38])=[CH:29][CH:30]=[CH:31][C:32]=2[CH:33]([CH3:35])[CH3:34])[CH:24]=[C:11]2[C:12]3[C:17]([CH2:18][CH2:19][N:10]2[C:9]1=[O:39])=[CH:16][C:15]([O:20][CH3:21])=[C:14]([O:22][CH3:23])[CH:13]=3)(=[O:1])[NH2:3], predict the reactants needed to synthesize it. The reactants are: [O-:1][C:2]#[N:3].[Na+].[NH2:5][CH2:6][CH2:7][N:8]1[C:25](=[N:26][C:27]2[C:32]([CH:33]([CH3:35])[CH3:34])=[CH:31][CH:30]=[CH:29][C:28]=2[CH:36]([CH3:38])[CH3:37])[CH:24]=[C:11]2[C:12]3[C:17]([CH2:18][CH2:19][N:10]2[C:9]1=[O:39])=[CH:16][C:15]([O:20][CH3:21])=[C:14]([O:22][CH3:23])[CH:13]=3.[OH-].[Na+].